Dataset: Full USPTO retrosynthesis dataset with 1.9M reactions from patents (1976-2016). Task: Predict the reactants needed to synthesize the given product. (1) The reactants are: [CH2:1]([OH:23])[C@H:2]1[O:7][C@@H:6]([O:8][C@H:9]2[C@H:14]([OH:15])[C@@H:13]([OH:16])[C@H:12]([OH:17])[O:11][C@@H:10]2[CH2:18][OH:19])[C@H:5]([OH:20])[C@@H:4]([OH:21])[C@@H:3]1[OH:22].CN1[C:29](=O)[CH2:28][CH2:27][CH2:26]1.[OH-].[Na+]. Given the product [CH2:1]([OH:23])[C@H:2]1[O:7][C@@H:6]([O:8][C@H:9]2[C@H:14]([OH:15])[C@@H:13]([OH:16])[C@H:12]([OH:17])[O:11][C@@H:10]2[CH2:18][OH:19])[C@H:5]([OH:20])[C@@H:4]([OH:21])[C@@H:3]1[OH:22].[C:12]([O-:11])(=[O:17])[CH2:13][CH2:14][CH2:9][CH2:10][CH2:18][CH2:29][CH2:28][CH2:27][CH2:26][CH2:1][CH2:2][CH2:3][CH2:4][CH2:5][CH3:6], predict the reactants needed to synthesize it. (2) Given the product [Cl:27][C:22]1[CH:23]=[CH:24][CH:25]=[CH:26][C:21]=1[N:20]1[CH:16]([C:12]2[CH:11]=[C:10]([C:7]3[CH:8]=[CH:9][C:4]([CH:1]([OH:3])[CH3:2])=[CH:5][CH:6]=3)[CH:15]=[CH:14][CH:13]=2)[CH2:17][C:18]([C:28]([F:34])([F:33])[C:29]([F:30])([F:31])[F:32])=[N:19]1, predict the reactants needed to synthesize it. The reactants are: [C:1]([C:4]1[CH:9]=[CH:8][C:7]([C:10]2[CH:15]=[CH:14][CH:13]=[C:12]([CH:16]3[N:20]([C:21]4[CH:26]=[CH:25][CH:24]=[CH:23][C:22]=4[Cl:27])[N:19]=[C:18]([C:28]([F:34])([F:33])[C:29]([F:32])([F:31])[F:30])[CH2:17]3)[CH:11]=2)=[CH:6][CH:5]=1)(=[O:3])[CH3:2].[BH4-].[Na+].